From a dataset of Full USPTO retrosynthesis dataset with 1.9M reactions from patents (1976-2016). Predict the reactants needed to synthesize the given product. (1) Given the product [S:1]1[CH:5]=[CH:4][CH:3]=[C:2]1[CH2:6][NH:7][C:8]([C:10]1[N:11]=[C:12]2[C:17]([C:18]([F:19])([F:20])[F:21])=[CH:16][C:15]([C:22]3[CH:27]=[CH:26][CH:25]=[C:24]([F:28])[CH:23]=3)=[CH:14][N:13]2[C:29]=1[CH2:30][N:31]([CH3:36])[CH3:32])=[O:9], predict the reactants needed to synthesize it. The reactants are: [S:1]1[CH:5]=[CH:4][CH:3]=[C:2]1[CH2:6][NH:7][C:8]([C:10]1[N:11]=[C:12]2[C:17]([C:18]([F:21])([F:20])[F:19])=[CH:16][C:15]([C:22]3[CH:27]=[CH:26][CH:25]=[C:24]([F:28])[CH:23]=3)=[CH:14][N:13]2[C:29]=1[CH2:30][N:31]1[CH2:36]COC[CH2:32]1)=[O:9].CNC. (2) The reactants are: C(N[C:8]1[CH:13]=[CH:12][C:11]([Cl:14])=[C:10]([O:15][CH3:16])[C:9]=1[Br:17])(=O)C(C)(C)C.Cl.[Na].N([O-])=O.[Na+].[I-:24].[Na+]. Given the product [Br:17][C:9]1[C:10]([O:15][CH3:16])=[C:11]([Cl:14])[CH:12]=[CH:13][C:8]=1[I:24], predict the reactants needed to synthesize it. (3) Given the product [C:7]([O:11][C:12]([CH2:14][C@H:15]1[CH2:18][C@@H:17]([C:19]([O:21][CH3:1])=[O:20])[C:16]1([CH3:23])[CH3:22])=[O:13])([CH3:10])([CH3:8])[CH3:9], predict the reactants needed to synthesize it. The reactants are: [C:1]([O-])([O-])=O.[Cs+].[Cs+].[C:7]([O:11][C:12]([CH2:14][C@H:15]1[CH2:18][C@@H:17]([C:19]([OH:21])=[O:20])[C:16]1([CH3:23])[CH3:22])=[O:13])([CH3:10])([CH3:9])[CH3:8].CCOC(C)=O. (4) Given the product [Cl:20][C:13]1[C:14]([F:19])=[CH:15][CH:16]=[C:17]([Cl:18])[C:12]=1[CH:10]([O:9][C:4]1[C:5]([NH2:8])=[N:6][CH:7]=[C:2]([C:22]2[CH:27]=[CH:26][C:25]([P:32]([CH3:33])([CH3:31])=[O:34])=[CH:24][CH:23]=2)[N:3]=1)[CH3:11], predict the reactants needed to synthesize it. The reactants are: Br[C:2]1[N:3]=[C:4]([O:9][CH:10]([C:12]2[C:17]([Cl:18])=[CH:16][CH:15]=[C:14]([F:19])[C:13]=2[Cl:20])[CH3:11])[C:5]([NH2:8])=[N:6][CH:7]=1.Br[C:22]1[CH:27]=[CH:26][C:25](B(O)O)=[CH:24][CH:23]=1.[CH3:31][PH:32](=[O:34])[CH3:33]. (5) Given the product [Br:1][C:2]1[CH:11]=[CH:10][C:9]2[C:8](=[O:14])[NH:12][CH2:7][CH2:6][CH2:5][C:4]=2[CH:3]=1, predict the reactants needed to synthesize it. The reactants are: [Br:1][C:2]1[CH:3]=[C:4]2[C:9](=[CH:10][CH:11]=1)/[C:8](=[N:12]\O)/[CH2:7][CH2:6][CH2:5]2.[O:14]=S(Cl)Cl. (6) Given the product [CH2:6]([O:5][C:1](=[O:4])[CH2:2][O:3][CH:21]1[CH2:22][CH2:23][CH2:24][CH2:25][O:20]1)[CH3:7], predict the reactants needed to synthesize it. The reactants are: [C:1]([O:5][CH2:6][CH3:7])(=[O:4])[CH2:2][OH:3].O.C1(C)C=CC(S(O)(=O)=O)=CC=1.[O:20]1[CH:25]=[CH:24][CH2:23][CH2:22][CH2:21]1.N. (7) Given the product [NH:35]1[CH:39]=[CH:38][N:37]=[C:36]1[CH2:40][N:20]1[CH2:21][CH2:22][CH2:23][C@H:18]([NH:17][C:15]2[C:14]([F:24])=[CH:13][N:12]=[C:11]([C:10]3[C:4]4[C:5](=[N:6][CH:7]=[C:2]([Cl:1])[CH:3]=4)[N:8]([S:25]([C:28]4[CH:33]=[CH:32][C:31]([CH3:34])=[CH:30][CH:29]=4)(=[O:27])=[O:26])[CH:9]=3)[N:16]=2)[CH2:19]1, predict the reactants needed to synthesize it. The reactants are: [Cl:1][C:2]1[CH:3]=[C:4]2[C:10]([C:11]3[N:16]=[C:15]([NH:17][C@H:18]4[CH2:23][CH2:22][CH2:21][NH:20][CH2:19]4)[C:14]([F:24])=[CH:13][N:12]=3)=[CH:9][N:8]([S:25]([C:28]3[CH:33]=[CH:32][C:31]([CH3:34])=[CH:30][CH:29]=3)(=[O:27])=[O:26])[C:5]2=[N:6][CH:7]=1.[NH:35]1[CH:39]=[CH:38][N:37]=[C:36]1[CH:40]=O.[BH-](OC(C)=O)(OC(C)=O)OC(C)=O.[Na+].